From a dataset of NCI-60 drug combinations with 297,098 pairs across 59 cell lines. Regression. Given two drug SMILES strings and cell line genomic features, predict the synergy score measuring deviation from expected non-interaction effect. (1) Drug 1: C(CC(=O)O)C(=O)CN.Cl. Synergy scores: CSS=17.7, Synergy_ZIP=-4.26, Synergy_Bliss=-10.4, Synergy_Loewe=-3.99, Synergy_HSA=-4.35. Drug 2: COC1=C2C(=CC3=C1OC=C3)C=CC(=O)O2. Cell line: HS 578T. (2) Drug 1: CC1=C(C=C(C=C1)NC2=NC=CC(=N2)N(C)C3=CC4=NN(C(=C4C=C3)C)C)S(=O)(=O)N.Cl. Drug 2: CCC1=CC2CC(C3=C(CN(C2)C1)C4=CC=CC=C4N3)(C5=C(C=C6C(=C5)C78CCN9C7C(C=CC9)(C(C(C8N6C)(C(=O)OC)O)OC(=O)C)CC)OC)C(=O)OC.C(C(C(=O)O)O)(C(=O)O)O. Cell line: M14. Synergy scores: CSS=31.5, Synergy_ZIP=16.7, Synergy_Bliss=11.9, Synergy_Loewe=-30.8, Synergy_HSA=9.38. (3) Drug 1: CN(C(=O)NC(C=O)C(C(C(CO)O)O)O)N=O. Drug 2: COCCOC1=C(C=C2C(=C1)C(=NC=N2)NC3=CC=CC(=C3)C#C)OCCOC.Cl. Cell line: SW-620. Synergy scores: CSS=4.33, Synergy_ZIP=-4.70, Synergy_Bliss=-2.20, Synergy_Loewe=-3.92, Synergy_HSA=-3.82. (4) Drug 1: C1=CC(=CC=C1C#N)C(C2=CC=C(C=C2)C#N)N3C=NC=N3. Drug 2: C1CN(P(=O)(OC1)NCCCl)CCCl. Cell line: HS 578T. Synergy scores: CSS=1.07, Synergy_ZIP=-0.153, Synergy_Bliss=2.73, Synergy_Loewe=-0.202, Synergy_HSA=-1.15. (5) Drug 1: CC1=CC=C(C=C1)C2=CC(=NN2C3=CC=C(C=C3)S(=O)(=O)N)C(F)(F)F. Drug 2: CC(C)NC(=O)C1=CC=C(C=C1)CNNC.Cl. Cell line: MALME-3M. Synergy scores: CSS=-4.87, Synergy_ZIP=2.50, Synergy_Bliss=0.644, Synergy_Loewe=-3.62, Synergy_HSA=-3.26. (6) Drug 1: CCC1(CC2CC(C3=C(CCN(C2)C1)C4=CC=CC=C4N3)(C5=C(C=C6C(=C5)C78CCN9C7C(C=CC9)(C(C(C8N6C)(C(=O)OC)O)OC(=O)C)CC)OC)C(=O)OC)O.OS(=O)(=O)O. Drug 2: CC1CCCC2(C(O2)CC(NC(=O)CC(C(C(=O)C(C1O)C)(C)C)O)C(=CC3=CSC(=N3)C)C)C. Cell line: OVCAR-5. Synergy scores: CSS=51.7, Synergy_ZIP=2.99, Synergy_Bliss=0.880, Synergy_Loewe=-10.9, Synergy_HSA=0.167.